This data is from Reaction yield outcomes from USPTO patents with 853,638 reactions. The task is: Predict the reaction yield, written as a fraction of the theoretical maximum amount of product (1.0 means a 100% yield; for example, 0.34 means a 34% yield). (1) The yield is 0.990. The catalyst is [Pd]. The reactants are [C:1]([C:5]1[CH:10]=[CH:9][C:8](N2C(C)=CC=C2C)=[C:7]([N+:18]([O-])=O)[CH:6]=1)([CH3:4])([CH3:3])[CH3:2].CCO[C:24]([CH3:26])=O. The product is [C:1]([C:5]1[CH:10]=[CH:9][C:8]([C:5]2[CH:6]=[C:7]([CH3:8])[NH:18][C:24]=2[CH3:26])=[C:7]([CH:6]=1)[NH2:18])([CH3:2])([CH3:3])[CH3:4]. (2) The reactants are I[C:2]1[CH:22]=[N:21][C:5]2[NH:6][CH2:7][C:8](=[O:20])[N:9]([CH2:10][C:11]3[CH:16]=[C:15]([F:17])[C:14]([F:18])=[CH:13][C:12]=3[F:19])[C:4]=2[CH:3]=1.[CH3:23][N:24]1[CH2:29][CH2:28][N:27]([C:30]([C:32]2[CH:37]=[CH:36][C:35](B3OC(C)(C)C(C)(C)O3)=[CH:34][CH:33]=2)=[O:31])[CH2:26][CH2:25]1. No catalyst specified. The product is [CH3:23][N:24]1[CH2:29][CH2:28][N:27]([C:30]([C:32]2[CH:37]=[CH:36][C:35]([C:2]3[CH:22]=[N:21][C:5]4[NH:6][CH2:7][C:8](=[O:20])[N:9]([CH2:10][C:11]5[CH:16]=[C:15]([F:17])[C:14]([F:18])=[CH:13][C:12]=5[F:19])[C:4]=4[CH:3]=3)=[CH:34][CH:33]=2)=[O:31])[CH2:26][CH2:25]1. The yield is 0.320. (3) The reactants are [C:1](/[C:3](=[N:11]\[O:12][CH2:13][C:14]1[N:19]=[C:18]([NH:20][C:21](=[O:27])OC(C)(C)C)[CH:17]=[CH:16][CH:15]=1)/[C:4]1[CH:9]=[CH:8][CH:7]=[C:6]([F:10])[CH:5]=1)#[N:2].[C:28](=O)([O-])[O-].[K+].[K+].Cl.[CH3:35][NH:36][OH:37].[CH3:38][CH:39]([OH:41])[CH3:40].O. No catalyst specified. The product is [OH:37][N:36]([CH3:35])[C:1](=[NH:2])/[C:3](=[N:11]\[O:12][CH2:13][C:14]1[N:19]=[C:18]([NH:20][C:21](=[O:27])[O:41][C:39]([CH3:28])([CH3:40])[CH3:38])[CH:17]=[CH:16][CH:15]=1)/[C:4]1[CH:9]=[CH:8][CH:7]=[C:6]([F:10])[CH:5]=1. The yield is 0.900. (4) The reactants are [NH2:1][C:2]1[O:6][N:5]=[C:4]([C:7]2[CH:12]=[CH:11][CH:10]=[CH:9][C:8]=2[Cl:13])[C:3]=1[C:14]([OH:16])=O.Cl.C(N=C=NCCCN(C)C)C.[F:29][C:30]([F:44])([F:43])[C:31]1[CH:32]=[C:33]([N:37]2[CH2:42][CH2:41][NH:40][CH2:39][CH2:38]2)[CH:34]=[CH:35][CH:36]=1. The catalyst is ClCCl. The product is [NH2:1][C:2]1[O:6][N:5]=[C:4]([C:7]2[CH:12]=[CH:11][CH:10]=[CH:9][C:8]=2[Cl:13])[C:3]=1[C:14]([N:40]1[CH2:39][CH2:38][N:37]([C:33]2[CH:34]=[CH:35][CH:36]=[C:31]([C:30]([F:43])([F:44])[F:29])[CH:32]=2)[CH2:42][CH2:41]1)=[O:16]. The yield is 0.760. (5) The reactants are C(=O)=O.CC(C)=O.Br[C:9]1[CH:10]=[C:11]2[C:15](=[CH:16][CH:17]=1)[N:14]([C:18]1[CH:23]=[CH:22][C:21]([F:24])=[CH:20][CH:19]=1)[N:13]=[CH:12]2.C([Li])CCC.[F:30][C:31]([F:44])([F:43])[C:32]([C:34]1[C:42]2[C:37](=[N:38][CH:39]=[CH:40][CH:41]=2)[NH:36][CH:35]=1)=[O:33]. The catalyst is C1COCC1.[Cl-].[NH4+]. The product is [F:44][C:31]([F:30])([F:43])[C:32]([C:9]1[CH:10]=[C:11]2[C:15](=[CH:16][CH:17]=1)[N:14]([C:18]1[CH:23]=[CH:22][C:21]([F:24])=[CH:20][CH:19]=1)[N:13]=[CH:12]2)([C:34]1[C:42]2[C:37](=[N:38][CH:39]=[CH:40][CH:41]=2)[NH:36][CH:35]=1)[OH:33]. The yield is 0.420.